The task is: Predict the reactants needed to synthesize the given product.. This data is from Full USPTO retrosynthesis dataset with 1.9M reactions from patents (1976-2016). (1) Given the product [CH2:3]([N:10]1[C@@H:15]2[C@H:16]([S:18]([C:21]3[CH:22]=[CH:23][CH:24]=[CH:25][CH:26]=3)(=[O:19])=[O:20])[CH2:17][C@@:11]1([C:28]1[CH:33]=[CH:32][CH:31]=[CH:30][CH:29]=1)[CH:12]([OH:27])[CH:13]=[CH:14]2)[C:4]1[CH:9]=[CH:8][CH:7]=[CH:6][CH:5]=1, predict the reactants needed to synthesize it. The reactants are: [BH4-].[Na+].[CH2:3]([N:10]1[C@@H:15]2[C@H:16]([S:18]([C:21]3[CH:26]=[CH:25][CH:24]=[CH:23][CH:22]=3)(=[O:20])=[O:19])[CH2:17][C@@:11]1([C:28]1[CH:33]=[CH:32][CH:31]=[CH:30][CH:29]=1)[C:12](=[O:27])[CH:13]=[CH:14]2)[C:4]1[CH:9]=[CH:8][CH:7]=[CH:6][CH:5]=1. (2) Given the product [Cl:1][C:2]1[C:3]([O:18][C:19]2[CH:20]=[N:21][C:22]([C:37]3[CH:36]=[CH:35][CH:34]=[C:33]([F:32])[CH:38]=3)=[CH:23][C:24]=2[C:25]2[N:29]([CH3:30])[N:28]=[CH:27][CH:26]=2)=[CH:4][C:5]([F:17])=[C:6]([S:8]([NH:11][C:12]2[S:13][CH:14]=[CH:15][N:16]=2)(=[O:10])=[O:9])[CH:7]=1, predict the reactants needed to synthesize it. The reactants are: [Cl:1][C:2]1[C:3]([O:18][C:19]2[CH:20]=[N:21][C:22](Cl)=[CH:23][C:24]=2[C:25]2[N:29]([CH3:30])[N:28]=[CH:27][CH:26]=2)=[CH:4][C:5]([F:17])=[C:6]([S:8]([NH:11][C:12]2[S:13][CH:14]=[CH:15][N:16]=2)(=[O:10])=[O:9])[CH:7]=1.[F:32][C:33]1[CH:34]=[C:35](B(O)O)[CH:36]=[CH:37][CH:38]=1.C([O-])([O-])=O.[Na+].[Na+].O. (3) Given the product [CH2:7]([N:6]([CH2:10][CH2:11][CH3:12])[C:5]1[CH:13]=[CH:14][C:2]([NH:1][C:16]2[N:21]=[CH:20][CH:19]=[CH:18][N:17]=2)=[CH:3][CH:4]=1)[CH2:8][CH3:9], predict the reactants needed to synthesize it. The reactants are: [NH2:1][C:2]1[CH:14]=[CH:13][C:5]([N:6]([CH2:10][CH2:11][CH3:12])[CH2:7][CH2:8][CH3:9])=[CH:4][CH:3]=1.Br[C:16]1[N:21]=[CH:20][CH:19]=[CH:18][N:17]=1. (4) Given the product [N:1]([CH2:4][CH2:5][NH:6][C:14](=[O:28])[CH2:15][CH2:16][CH2:17][CH2:18][CH2:19][CH2:20][CH2:21][CH2:22][CH2:23][CH2:24][CH2:25][CH2:26][CH3:27])=[N+:2]=[N-:3], predict the reactants needed to synthesize it. The reactants are: [N:1]([CH2:4][CH2:5][NH2:6])=[N+:2]=[N-:3].C(N(CC)CC)C.[C:14](Cl)(=[O:28])[CH2:15][CH2:16][CH2:17][CH2:18][CH2:19][CH2:20][CH2:21][CH2:22][CH2:23][CH2:24][CH2:25][CH2:26][CH3:27]. (5) Given the product [Br:1][C:2]1[CH:3]=[CH:4][C:5]([F:19])=[C:6]([C:8]([C:10]2[CH:15]=[CH:14][CH:13]=[C:12]([O:16][CH3:17])[C:11]=2[CH3:18])=[O:9])[CH:7]=1, predict the reactants needed to synthesize it. The reactants are: [Br:1][C:2]1[CH:3]=[CH:4][C:5]([F:19])=[C:6]([CH:8]([C:10]2[CH:15]=[CH:14][CH:13]=[C:12]([O:16][CH3:17])[C:11]=2[CH3:18])[OH:9])[CH:7]=1.